Dataset: Forward reaction prediction with 1.9M reactions from USPTO patents (1976-2016). Task: Predict the product of the given reaction. Given the reactants [CH3:1][CH:2]([CH3:30])[CH2:3][CH2:4][N:5]([CH2:25][CH2:26][CH:27]([CH3:29])[CH3:28])[C:6]1[CH:7]=[C:8]([Cl:24])[CH:9]=[C:10]2[C:14]=1[NH:13][C:12]([C@@H:15]1[CH2:19][CH2:18][CH2:17][N:16]1[CH2:20][C:21]([OH:23])=O)=[CH:11]2.Cl.[NH2:32][C:33]([NH2:35])=[NH:34], predict the reaction product. The product is: [CH3:28][CH:27]([CH3:29])[CH2:26][CH2:25][N:5]([CH2:4][CH2:3][CH:2]([CH3:1])[CH3:30])[C:6]1[CH:7]=[C:8]([Cl:24])[CH:9]=[C:10]2[C:14]=1[NH:13][C:12]([C@@H:15]1[CH2:19][CH2:18][CH2:17][N:16]1[CH2:20][C:21]([NH:34][C:33]([NH2:35])=[NH:32])=[O:23])=[CH:11]2.